Predict which catalyst facilitates the given reaction. From a dataset of Catalyst prediction with 721,799 reactions and 888 catalyst types from USPTO. Reactant: [Cl:1][C:2]1[N:9]=[C:8]([C:10]([F:13])([F:12])[F:11])[CH:7]=[CH:6][C:3]=1[C:4]#[N:5]. Product: [Cl:1][C:2]1[C:3]([CH2:4][NH2:5])=[CH:6][CH:7]=[C:8]([C:10]([F:11])([F:12])[F:13])[N:9]=1. The catalyst class is: 328.